Dataset: Reaction yield outcomes from USPTO patents with 853,638 reactions. Task: Predict the reaction yield, written as a fraction of the theoretical maximum amount of product (1.0 means a 100% yield; for example, 0.34 means a 34% yield). The reactants are [NH2:1][C:2]1[CH:7]=[CH:6][C:5]([C:8]2[N:9]=[C:10]3[N:14]([CH:15]=2)[C:13]2[CH:16]=[CH:17][C:18]([CH2:20][CH2:21][C:22]([O:24][CH2:25][CH3:26])=[O:23])=[CH:19][C:12]=2[S:11]3)=[CH:4][CH:3]=1.[C:27]([C:31]1[O:35][N:34]=[C:33]([N:36]=[C:37]=[O:38])[CH:32]=1)([CH3:30])([CH3:29])[CH3:28]. The catalyst is C1(C)C=CC=CC=1. The product is [C:27]([C:31]1[O:35][N:34]=[C:33]([NH:36][C:37]([NH:1][C:2]2[CH:3]=[CH:4][C:5]([C:8]3[N:9]=[C:10]4[N:14]([CH:15]=3)[C:13]3[CH:16]=[CH:17][C:18]([CH2:20][CH2:21][C:22]([O:24][CH2:25][CH3:26])=[O:23])=[CH:19][C:12]=3[S:11]4)=[CH:6][CH:7]=2)=[O:38])[CH:32]=1)([CH3:30])([CH3:28])[CH3:29]. The yield is 0.910.